Dataset: Reaction yield outcomes from USPTO patents with 853,638 reactions. Task: Predict the reaction yield, written as a fraction of the theoretical maximum amount of product (1.0 means a 100% yield; for example, 0.34 means a 34% yield). (1) The reactants are [CH2:1]([O:8][C:9]([NH:11][CH2:12][C:13]([NH:15][C:16]1[CH:24]=[CH:23][CH:22]=[CH:21][C:17]=1[C:18]([OH:20])=O)=O)=[O:10])[C:2]1[CH:7]=[CH:6][CH:5]=[CH:4][CH:3]=1.C(N1C=CN=C1)(N1C=CN=C1)=O.[F:37][C:38]1[CH:44]=[CH:43][C:41]([NH2:42])=[CH:40][CH:39]=1.C(OCC)(=O)C. The catalyst is O1CCCC1.CCCCCC. The product is [CH2:1]([O:8][C:9](=[O:10])[NH:11][CH2:12][C:13]1[N:42]([C:41]2[CH:43]=[CH:44][C:38]([F:37])=[CH:39][CH:40]=2)[C:18](=[O:20])[C:17]2[C:16](=[CH:24][CH:23]=[CH:22][CH:21]=2)[N:15]=1)[C:2]1[CH:3]=[CH:4][CH:5]=[CH:6][CH:7]=1. The yield is 0.500. (2) The reactants are [OH:1][C:2]([CH3:35])([CH3:34])[CH2:3][C@@:4]1([C:28]2[CH:33]=[CH:32][CH:31]=[CH:30][CH:29]=2)[O:9][C:8](=[O:10])[N:7]([C@H:11]([C:13]2[CH:18]=[CH:17][C:16](B3OC(C)(C)C(C)(C)O3)=[CH:15][CH:14]=2)[CH3:12])[CH2:6][CH2:5]1.Br[C:37]1[CH:38]=[CH:39][C:40]([C:43]2([C:46]([NH2:48])=[O:47])[CH2:45][CH2:44]2)=[N:41][CH:42]=1. No catalyst specified. The product is [OH:1][C:2]([CH3:34])([CH3:35])[CH2:3][C@@:4]1([C:28]2[CH:33]=[CH:32][CH:31]=[CH:30][CH:29]=2)[O:9][C:8](=[O:10])[N:7]([C@H:11]([C:13]2[CH:14]=[CH:15][C:16]([C:37]3[CH:38]=[CH:39][C:40]([C:43]4([C:46]([NH2:48])=[O:47])[CH2:45][CH2:44]4)=[N:41][CH:42]=3)=[CH:17][CH:18]=2)[CH3:12])[CH2:6][CH2:5]1. The yield is 0.470. (3) The reactants are [C:1]([O:5][C:6]([N:8]1[CH2:13][CH2:12][CH:11]([OH:14])[CH2:10][CH2:9]1)=[O:7])([CH3:4])([CH3:3])[CH3:2].[CH3:15][O:16][C:17]1[CH:22]=[C:21]([N+:23]([O-:25])=[O:24])[CH:20]=[CH:19][C:18]=1O.C1(P(C2C=CC=CC=2)C2C=CC=CC=2)C=CC=CC=1.N(C(OCC)=O)=NC(OCC)=O. The catalyst is ClCCl. The product is [C:1]([O:5][C:6]([N:8]1[CH2:13][CH2:12][CH:11]([O:14][C:18]2[CH:19]=[CH:20][C:21]([N+:23]([O-:25])=[O:24])=[CH:22][C:17]=2[O:16][CH3:15])[CH2:10][CH2:9]1)=[O:7])([CH3:4])([CH3:2])[CH3:3]. The yield is 0.820. (4) The yield is 0.888. The catalyst is CO. The reactants are Cl.[Sn](Cl)Cl.[N+:5]([C:8]1[CH:13]=[CH:12][CH:11]=[CH:10][C:9]=1[N:14]1[CH2:19][CH2:18][CH2:17][CH2:16][CH2:15]1)([O-])=O.C(=O)(O)[O-].[Na+]. The product is [N:14]1([C:9]2[CH:10]=[CH:11][CH:12]=[CH:13][C:8]=2[NH2:5])[CH2:19][CH2:18][CH2:17][CH2:16][CH2:15]1. (5) The reactants are [Br:1][C:2]1[CH:11]=[C:10]2[C:5]([CH2:6][CH2:7][C:8]3([CH2:17][CH2:16][CH:15]([O:18][CH3:19])[CH2:14][CH2:13]3)[C:9]2=[NH:12])=[CH:4][CH:3]=1.O=[C:21]([CH3:25])[C:22](=[S:24])[NH2:23]. The catalyst is CO. The product is [Br:1][C:2]1[CH:11]=[C:10]2[C:5]([CH2:6][CH2:7][C:8]3([C:9]42[NH:23][C:22](=[S:24])[C:21]([CH3:25])=[N:12]4)[CH2:17][CH2:16][CH:15]([O:18][CH3:19])[CH2:14][CH2:13]3)=[CH:4][CH:3]=1. The yield is 0.430.